Dataset: Full USPTO retrosynthesis dataset with 1.9M reactions from patents (1976-2016). Task: Predict the reactants needed to synthesize the given product. (1) Given the product [CH3:32][O:33][C@H:28]1[CH2:29][CH2:30][C@H:25]([N:16]([CH2:17][CH2:18][C:19]2[CH:20]=[CH:21][CH:22]=[CH:23][CH:24]=2)[C:14](=[O:15])[NH:13][C:11]2[S:12][C:8]([S:7][CH2:2][C:3]([OH:5])=[O:4])=[CH:9][N:10]=2)[CH2:26][CH2:27]1, predict the reactants needed to synthesize it. The reactants are: C[C:2]([S:7][C:8]1[S:12][C:11]([NH:13][C:14]([N:16]([C@H:25]2[CH2:30][CH2:29][C@H:28](C)[CH2:27][CH2:26]2)[CH2:17][CH2:18][C:19]2[CH:24]=[CH:23][CH:22]=[CH:21][CH:20]=2)=[O:15])=[N:10][CH:9]=1)(C)[C:3]([OH:5])=[O:4].[CH3:32][O:33][C@H]1CC[C@H](N)CC1.C1(CCBr)C=CC=CC=1. (2) Given the product [NH2:22][C:20]1[N:19]=[CH:18][N:17]=[C:16]2[N:15]([C@@H:28]3[CH2:27][N:26]([C:31]([O:33][C:34]([CH3:35])([CH3:36])[CH3:37])=[O:32])[C@H:25]([C:23]#[CH:24])[CH2:29]3)[N:14]=[C:13]([C:12]#[C:11][C:5]3[CH:4]=[C:3]([O:2][CH3:1])[CH:8]=[C:7]([O:9][CH3:10])[CH:6]=3)[C:21]=12, predict the reactants needed to synthesize it. The reactants are: [CH3:1][O:2][C:3]1[CH:4]=[C:5]([C:11]#[C:12][C:13]2[C:21]3[C:16](=[N:17][CH:18]=[N:19][C:20]=3[NH2:22])[NH:15][N:14]=2)[CH:6]=[C:7]([O:9][CH3:10])[CH:8]=1.[C:23]([C@@H:25]1[CH2:29][C@@H:28](O)[CH2:27][N:26]1[C:31]([O:33][C:34]([CH3:37])([CH3:36])[CH3:35])=[O:32])#[CH:24].C1(P(C2C=CC=CC=2)C2C=CC=CC=2)C=CC=CC=1.CC(OC(/N=N/C(OC(C)C)=O)=O)C. (3) Given the product [NH2:1][C:2]1[O:3][CH2:4][C@:5]2([C:19]3[C:14](=[N:15][CH:16]=[C:17]([C:23]4[CH:28]=[CH:27][C:26]([CH3:29])=[CH:25][CH:24]=4)[CH:18]=3)[O:13][C:12]3[C:7]2=[CH:8][C:9]([OH:21])=[CH:10][CH:11]=3)[N:6]=1, predict the reactants needed to synthesize it. The reactants are: [NH2:1][C:2]1[O:3][CH2:4][C@:5]2([C:19]3[C:14](=[N:15][CH:16]=[C:17](Br)[CH:18]=3)[O:13][C:12]3[C:7]2=[CH:8][C:9]([OH:21])=[CH:10][CH:11]=3)[N:6]=1.B(O)(O)[C:23]1[CH:24]=[CH:25][C:26]([CH3:29])=[CH:27][CH:28]=1.C(=O)([O-])[O-].[K+].[K+]. (4) Given the product [Cl:1][C:2]1[C:3]([C:9]([F:10])([F:11])[F:12])=[CH:4][C:5]([OH:8])=[C:6]([CH:7]=1)[CH:23]=[O:24], predict the reactants needed to synthesize it. The reactants are: [Cl:1][C:2]1[CH:7]=[CH:6][C:5]([OH:8])=[CH:4][C:3]=1[C:9]([F:12])([F:11])[F:10].BrBr.[Li]CCCC.CN([CH:23]=[O:24])C. (5) Given the product [ClH:42].[CH3:45][O:46][C:35]1[CH:34]=[C:33]([S:39]([NH:24][C:11]2[CH:10]=[CH:9][C:8]([N:5]3[CH2:6][CH2:7][N:2]([CH3:1])[CH2:3][CH2:4]3)=[CH:13][C:12]=2[NH:14][S:15]([C:18]2[CH:23]=[CH:22][CH:21]=[CH:20][CH:19]=2)(=[O:17])=[O:16])(=[O:40])=[O:41])[CH:32]=[CH:37][C:36]=1[CH3:38], predict the reactants needed to synthesize it. The reactants are: [CH3:1][N:2]1[CH2:7][CH2:6][N:5]([C:8]2[CH:9]=[CH:10][C:11]([N+:24]([O-])=O)=[C:12]([NH:14][S:15]([C:18]3[CH:23]=[CH:22][CH:21]=[CH:20][CH:19]=3)(=[O:17])=[O:16])[CH:13]=2)[CH2:4][CH2:3]1.O.NN.CO[C:32]1[CH:37]=[C:36]([CH3:38])[CH:35]=[CH:34][C:33]=1[S:39]([Cl:42])(=[O:41])=[O:40].C1C[O:46][CH2:45]C1. (6) Given the product [C:1]([C:3]1[CH:33]=[CH:32][C:6]([CH2:7][CH:8]([C:9]([N:11]2[CH2:12][CH2:13][N:42]([C:39]3[CH:38]=[CH:37][C:36]([C:34]#[N:35])=[CH:41][N:40]=3)[CH2:15][CH2:14]2)=[O:10])[C:16]([NH:18][S:19]([C:22]2[CH:31]=[CH:30][C:29]3[C:24](=[CH:25][CH:26]=[CH:27][CH:28]=3)[CH:23]=2)(=[O:20])=[O:21])=[O:17])=[CH:5][CH:4]=1)#[N:2], predict the reactants needed to synthesize it. The reactants are: [C:1]([C:3]1[CH:33]=[CH:32][C:6]([CH2:7][CH:8]([C:16]([NH:18][S:19]([C:22]2[CH:31]=[CH:30][C:29]3[C:24](=[CH:25][CH:26]=[CH:27][CH:28]=3)[CH:23]=2)(=[O:21])=[O:20])=[O:17])[C:9]([N:11]([CH2:14][CH3:15])[CH2:12][CH3:13])=[O:10])=[CH:5][CH:4]=1)#[N:2].[C:34]([C:36]1[CH:37]=[CH:38][C:39]([N:42]2CCNCC2)=[N:40][CH:41]=1)#[N:35].